Dataset: Rat liver microsome stability data. Task: Regression/Classification. Given a drug SMILES string, predict its absorption, distribution, metabolism, or excretion properties. Task type varies by dataset: regression for continuous measurements (e.g., permeability, clearance, half-life) or binary classification for categorical outcomes (e.g., BBB penetration, CYP inhibition). Dataset: rlm. The compound is CN(C)C(=O)C1CCN(c2nc(-c3ccc(Br)cc3)cs2)CC1. The result is 0 (unstable in rat liver microsomes).